From a dataset of Forward reaction prediction with 1.9M reactions from USPTO patents (1976-2016). Predict the product of the given reaction. (1) Given the reactants [CH:1]1([CH2:7][C@@H:8]([C:38]([O:40]C)=[O:39])[NH:9][C:10]([C:12]2[S:13][C:14]([C:30]3[CH:35]=[CH:34][C:33]([O:36][CH3:37])=[CH:32][CH:31]=3)=[CH:15][C:16]=2[NH:17][C:18]([NH:20][C:21]2[C:26]([CH3:27])=[CH:25][C:24]([CH3:28])=[CH:23][C:22]=2[CH3:29])=[O:19])=[O:11])[CH2:6][CH2:5][CH2:4][CH2:3][CH2:2]1.[OH-].[Li+], predict the reaction product. The product is: [CH:1]1([CH2:7][C@@H:8]([C:38]([OH:40])=[O:39])[NH:9][C:10]([C:12]2[S:13][C:14]([C:30]3[CH:31]=[CH:32][C:33]([O:36][CH3:37])=[CH:34][CH:35]=3)=[CH:15][C:16]=2[NH:17][C:18]([NH:20][C:21]2[C:26]([CH3:27])=[CH:25][C:24]([CH3:28])=[CH:23][C:22]=2[CH3:29])=[O:19])=[O:11])[CH2:6][CH2:5][CH2:4][CH2:3][CH2:2]1. (2) Given the reactants [C:1]([O:5][C:6](=[O:30])[NH:7][CH:8]1[CH2:12][CH2:11][CH2:10][CH:9]1[NH:13][C:14](=[O:29])[C:15]1[C:20](SC)=[CH:19][C:18]([C:23]([F:26])([F:25])[F:24])=[CH:17][C:16]=1OC)([CH3:4])([CH3:3])[CH3:2].[CH3:31][C:32](OC(=O)NC1CCCC1N)(C)C.C(C1C=C(C(F)(F)F)C=CC=1C(O)=O)C, predict the reaction product. The product is: [C:1]([O:5][C:6](=[O:30])[NH:7][C@@H:8]1[CH2:12][CH2:11][CH2:10][C@@H:9]1[NH:13][C:14](=[O:29])[C:15]1[CH:16]=[CH:17][C:18]([C:23]([F:26])([F:25])[F:24])=[CH:19][C:20]=1[CH2:31][CH3:32])([CH3:2])([CH3:3])[CH3:4]. (3) Given the reactants Br[CH2:2][C:3]1[CH:4]=[C:5]([B:9]([OH:11])[OH:10])[CH:6]=[CH:7][CH:8]=1.[CH3:12][NH:13][S:14]([CH3:17])(=[O:16])=[O:15].C(=O)([O-])[O-].[K+].[K+], predict the reaction product. The product is: [CH3:12][N:13]([CH2:2][C:3]1[CH:4]=[C:5]([B:9]([OH:11])[OH:10])[CH:6]=[CH:7][CH:8]=1)[S:14]([CH3:17])(=[O:16])=[O:15]. (4) Given the reactants [CH2:1]([O:3][C:4](=[O:20])[CH2:5][N:6]1[C:14](=[O:15])[C:13]2[C:8](=[CH:9][CH:10]=[C:11]([N+:16]([O-])=O)[CH:12]=2)[C:7]1=[O:19])[CH3:2], predict the reaction product. The product is: [CH2:1]([O:3][C:4](=[O:20])[CH2:5][N:6]1[C:14](=[O:15])[C:13]2[C:8](=[CH:9][CH:10]=[C:11]([NH2:16])[CH:12]=2)[C:7]1=[O:19])[CH3:2]. (5) Given the reactants Cl[C:2]1[N:9]=[C:8]([NH:10][C:11]2[CH:15]=[C:14]([CH:16]3[CH2:18][CH2:17]3)[NH:13][N:12]=2)[C:7]([F:19])=[C:6]([I:20])[C:3]=1[C:4]#[N:5].[F:21][C:22]1[CH:27]=[CH:26][C:25]([C@@H:28]([NH2:30])[CH3:29])=[CH:24][CH:23]=1.CCN(C(C)C)C(C)C, predict the reaction product. The product is: [CH:16]1([C:14]2[NH:13][N:12]=[C:11]([NH:10][C:8]3[C:7]([F:19])=[C:6]([I:20])[C:3]([C:4]#[N:5])=[C:2]([NH:30][C@H:28]([C:25]4[CH:26]=[CH:27][C:22]([F:21])=[CH:23][CH:24]=4)[CH3:29])[N:9]=3)[CH:15]=2)[CH2:18][CH2:17]1. (6) Given the reactants Br.Br[CH2:3][C:4]([C:6]1[CH:11]=[CH:10][N:9]=[C:8]([Cl:12])[CH:7]=1)=O.Cl.[CH2:14]([O:16][C:17](=[O:22])[CH2:18][C:19](=[NH:21])[NH2:20])[CH3:15].[O-]CC.[Na+].BrCC(C1C=CN=C(Cl)C=1)=O, predict the reaction product. The product is: [CH2:14]([O:16][C:17]([C:18]1[CH:3]=[C:4]([C:6]2[CH:11]=[CH:10][N:9]=[C:8]([Cl:12])[CH:7]=2)[NH:20][C:19]=1[NH2:21])=[O:22])[CH3:15]. (7) The product is: [Cl:32][C:29]1[CH:28]=[CH:27][C:26]([CH:8]([C:5]2[CH:6]=[CH:7][C:2]([Cl:1])=[CH:3][CH:4]=2)[C:9]2[CH:10]=[C:11]3[C:16](=[CH:17][CH:18]=2)[NH:15][C:14](=[O:19])[CH:13]=[C:12]3[C:20]2[CH2:21][CH2:22][N:23]([C:35](=[O:36])[C:34]([F:45])([F:44])[F:33])[CH2:24][CH:25]=2)=[CH:31][CH:30]=1. Given the reactants [Cl:1][C:2]1[CH:7]=[CH:6][C:5]([CH:8]([C:26]2[CH:31]=[CH:30][C:29]([Cl:32])=[CH:28][CH:27]=2)[C:9]2[CH:10]=[C:11]3[C:16](=[CH:17][CH:18]=2)[NH:15][C:14](=[O:19])[CH:13]=[C:12]3[C:20]2[CH2:21][CH2:22][NH:23][CH2:24][CH:25]=2)=[CH:4][CH:3]=1.[F:33][C:34]([F:45])([F:44])[C:35](O[C:35](=[O:36])[C:34]([F:45])([F:44])[F:33])=[O:36].C([O-])(O)=O.[Na+], predict the reaction product.